This data is from Forward reaction prediction with 1.9M reactions from USPTO patents (1976-2016). The task is: Predict the product of the given reaction. (1) The product is: [OH:9][CH2:8][CH2:7][C:1]1([CH2:11][CH2:12][OH:13])[CH2:2][CH2:3][CH2:4][CH2:5][CH2:6]1. Given the reactants [C:1]1([CH2:11][C:12](O)=[O:13])([CH2:7][C:8](O)=[O:9])[CH2:6][CH2:5][CH2:4][CH2:3][CH2:2]1.[H-].[Al+3].[Li+].[H-].[H-].[H-].[OH-].[Na+].S([O-])([O-])(=O)=O.[Mg+2], predict the reaction product. (2) The product is: [F:1][CH2:2][C:3]1([CH2:9][OH:10])[O:4][CH2:6][CH2:7][O:8]1. Given the reactants [F:1][CH2:2][C:3]1([CH2:9][OH:10])[O:8][CH2:7][CH2:6]C[O:4]1.OC(O)C(=O)C, predict the reaction product. (3) Given the reactants [CH3:1][C:2]1([CH:6]2[O:19][CH2:18][C:17]3[C:16]4[CH:15]=[CH:14][CH:13]=[CH:12][C:11]=4[C:10](=O)[O:9][C:8]=3[CH2:7]2)[CH2:5][O:4][CH2:3]1.[NH3:21].CO, predict the reaction product. The product is: [CH3:1][C:2]1([CH:6]2[O:19][CH2:18][C:17]3[C:16]4[C:11](=[CH:12][CH:13]=[CH:14][CH:15]=4)[C:10](=[O:9])[NH:21][C:8]=3[CH2:7]2)[CH2:5][O:4][CH2:3]1. (4) Given the reactants [CH2:1]([C:3]1[N:8]=[C:7]2[N:9]([CH:13]([CH3:17])[CH2:14][O:15][CH3:16])[N:10]=[C:11]([CH3:12])[C:6]2=[N:5][C:4]=1[C:18]1[C:19](OC)=[N:20][C:21]([CH:24]([CH3:26])[CH3:25])=[CH:22][CH:23]=1)[CH3:2].[CH2:29](C1N=C2N(C(CC)CC)N=C(C)C2=NC=1C1C(OC)=NC(C(C)C)=CC=1)[CH3:30].C(C1N=C2N(C(C)COC)N=C(C)C2=NC=1C1C(OS(C(F)(F)F)(=O)=O)=NC(C(C)C)=CC=1)C.C(B(CC)CC)C, predict the reaction product. The product is: [CH2:1]([C:3]1[N:8]=[C:7]2[N:9]([CH:13]([CH3:17])[CH2:14][O:15][CH3:16])[N:10]=[C:11]([CH3:12])[C:6]2=[N:5][C:4]=1[C:18]1[C:19]([CH2:29][CH3:30])=[N:20][C:21]([CH:24]([CH3:25])[CH3:26])=[CH:22][CH:23]=1)[CH3:2]. (5) Given the reactants CCN(C(C)C)C(C)C.[N:10]1([C:14]([C:16]2[CH:43]=[CH:42][C:19]([O:20][C:21]3[CH:22]=[C:23]([CH:27]=[C:28]([O:30][C@@H:31]([CH3:41])[CH2:32][O:33][Si:34]([C:37]([CH3:40])([CH3:39])[CH3:38])([CH3:36])[CH3:35])[CH:29]=3)[C:24](O)=[O:25])=[CH:18][CH:17]=2)=[O:15])[CH2:13][CH2:12][CH2:11]1.[NH2:44][C:45]1[CH:49]=[C:48]([CH3:50])[N:47]([CH3:51])[N:46]=1.CN(C(ON1N=NC2C=CC=NC1=2)=[N+](C)C)C.F[P-](F)(F)(F)(F)F, predict the reaction product. The product is: [N:10]1([C:14]([C:16]2[CH:43]=[CH:42][C:19]([O:20][C:21]3[CH:22]=[C:23]([CH:27]=[C:28]([O:30][C@@H:31]([CH3:41])[CH2:32][O:33][Si:34]([C:37]([CH3:38])([CH3:39])[CH3:40])([CH3:36])[CH3:35])[CH:29]=3)[C:24]([NH:44][C:45]3[CH:49]=[C:48]([CH3:50])[N:47]([CH3:51])[N:46]=3)=[O:25])=[CH:18][CH:17]=2)=[O:15])[CH2:11][CH2:12][CH2:13]1.